From a dataset of Reaction yield outcomes from USPTO patents with 853,638 reactions. Predict the reaction yield, written as a fraction of the theoretical maximum amount of product (1.0 means a 100% yield; for example, 0.34 means a 34% yield). (1) The reactants are C([N:8]1[CH:25]=[C:24]([C:26]2[CH:31]=[CH:30][CH:29]=[CH:28][N:27]=2)[O:23][C:10]2([CH2:15][CH2:14][N:13]([C:16]([O:18][C:19]([CH3:22])([CH3:21])[CH3:20])=[O:17])[CH2:12][CH2:11]2)[CH2:9]1)C1C=CC=CC=1.C([O-])=O.[NH4+]. The catalyst is CO.C(OCC)(=O)C.[OH-].[OH-].[Pd+2]. The product is [N:27]1[CH:28]=[CH:29][CH:30]=[CH:31][C:26]=1[CH:24]1[O:23][C:10]2([CH2:15][CH2:14][N:13]([C:16]([O:18][C:19]([CH3:21])([CH3:20])[CH3:22])=[O:17])[CH2:12][CH2:11]2)[CH2:9][NH:8][CH2:25]1. The yield is 1.00. (2) The reactants are [Cl:1][C:2]1[NH:10][C:9]2[C:8](=[O:11])[N:7]([CH2:12][CH2:13][CH2:14][CH2:15]C(OCC)=O)[C:6](=[O:21])[N:5]([CH2:22][CH2:23][CH2:24][CH2:25][CH3:26])[C:4]=2[N:3]=1.CC[O-].[Na+].[Cl:31][C:32]1[CH:37]=[CH:36][CH:35]=[C:34]([Cl:38])[C:33]=1[CH2:39]/[C:40](=[N:43]/[H])/[NH:41][OH:42]. The catalyst is CCO. The product is [Cl:1][C:2]1[NH:10][C:9]2[C:8](=[O:11])[N:7]([CH2:12][CH2:13][CH2:14][C:15]3[O:42][N:41]=[C:40]([CH2:39][C:33]4[C:34]([Cl:38])=[CH:35][CH:36]=[CH:37][C:32]=4[Cl:31])[N:43]=3)[C:6](=[O:21])[N:5]([CH2:22][CH2:23][CH2:24][CH2:25][CH3:26])[C:4]=2[N:3]=1. The yield is 0.800. (3) The product is [CH3:11][O:10][C:9]1[CH:8]=[CH:7][CH:6]=[C:3]([CH2:4][N:12]2[CH2:17][CH2:16][O:15][CH2:14][CH2:13]2)[C:2]=1[OH:1]. The reactants are [OH:1][C:2]1[C:9]([O:10][CH3:11])=[CH:8][CH:7]=[CH:6][C:3]=1[CH:4]=O.[NH:12]1[CH2:17][CH2:16][O:15][CH2:14][CH2:13]1.C(O)=O.Cl. The catalyst is O. The yield is 0.965.